This data is from Forward reaction prediction with 1.9M reactions from USPTO patents (1976-2016). The task is: Predict the product of the given reaction. (1) Given the reactants I[C:2]1[C:10]2[C:5](=[CH:6][N:7]=[C:8](/[N:11]=[CH:12]/N(C)C)[CH:9]=2)[N:4]([CH3:16])[CH:3]=1.[CH:17]1([C:22]([N:24]2[CH2:29][CH2:28][C:27](B3OC(C)(C)C(C)(C)O3)=[CH:26][CH2:25]2)=[O:23])[CH2:21][CH2:20][CH2:19][CH2:18]1.C([O-])([O-])=[O:40].[K+].[K+], predict the reaction product. The product is: [CH:17]1([C:22]([N:24]2[CH2:25][CH:26]=[C:27]([C:2]3[C:10]4[C:5](=[CH:6][N:7]=[C:8]([NH:11][CH:12]=[O:40])[CH:9]=4)[N:4]([CH3:16])[CH:3]=3)[CH2:28][CH2:29]2)=[O:23])[CH2:21][CH2:20][CH2:19][CH2:18]1. (2) Given the reactants [Br-].[O:2]=[C:3]([C:10]1[CH:15]=[CH:14][CH:13]=[CH:12][CH:11]=1)[CH2:4][S+:5]1[CH2:9][CH2:8][CH2:7][CH2:6]1.[F:16][C:17]([F:26])([F:25])[C:18]([F:24])([F:23])[S:19]([OH:22])(=[O:21])=[O:20].O.COC(C)(C)C, predict the reaction product. The product is: [F:26][C:17]([F:16])([F:25])[C:18]([F:23])([F:24])[S:19]([O-:22])(=[O:21])=[O:20].[O:2]=[C:3]([C:10]1[CH:15]=[CH:14][CH:13]=[CH:12][CH:11]=1)[CH2:4][S+:5]1[CH2:6][CH2:7][CH2:8][CH2:9]1.